Dataset: Forward reaction prediction with 1.9M reactions from USPTO patents (1976-2016). Task: Predict the product of the given reaction. Given the reactants [N:1]1[C:6]2[CH:7]=[CH:8][NH:9][C:5]=2[C:4](=O)[NH:3][CH:2]=1.P(Cl)(Cl)([Cl:13])=O.[NH4+].[OH-], predict the reaction product. The product is: [Cl:13][C:4]1[N:3]=[CH:2][NH:1][C:6]2=[CH:7][CH:8]=[N:9][C:5]=12.